This data is from Full USPTO retrosynthesis dataset with 1.9M reactions from patents (1976-2016). The task is: Predict the reactants needed to synthesize the given product. (1) Given the product [Cl:26][C:23]([F:24])([F:25])[C:20]1[N:18]2[N:19]=[C:14]([N:10]3[CH2:9][CH2:8][N:7]([CH2:6][C:3]4[CH:4]=[CH:5][S:1][CH:2]=4)[CH2:12][CH2:11]3)[CH:15]=[CH:16][C:17]2=[N:22][N:21]=1, predict the reactants needed to synthesize it. The reactants are: [S:1]1[CH:5]=[CH:4][C:3]([CH2:6][N:7]2[CH2:12][CH2:11][NH:10][CH2:9][CH2:8]2)=[CH:2]1.Cl[C:14]1[CH:15]=[CH:16][C:17]2[N:18]([C:20]([C:23]([Cl:26])([F:25])[F:24])=[N:21][N:22]=2)[N:19]=1. (2) Given the product [CH2:11]([O:10][C:8]1[CH:9]=[C:4]2[C:5](=[CH:6][CH:7]=1)[N:13]([CH2:14][C:15]1[CH:16]=[C:17]([CH:22]=[CH:23][CH:24]=1)[C:18]([O:20][CH3:21])=[O:19])[C:2]([C:26]1[CH:31]=[CH:30][CH:29]=[CH:28][CH:27]=1)=[CH:3]2)[CH3:12], predict the reactants needed to synthesize it. The reactants are: Br[C:2](Br)=[CH:3][C:4]1[CH:9]=[C:8]([O:10][CH2:11][CH3:12])[CH:7]=[CH:6][C:5]=1[NH:13][CH2:14][C:15]1[CH:16]=[C:17]([CH:22]=[CH:23][CH:24]=1)[C:18]([O:20][CH3:21])=[O:19].[C:26]1(B(O)O)[CH:31]=[CH:30][CH:29]=[CH:28][CH:27]=1.CC1C=CC=CC=1P(C1C=CC=CC=1C)C1C=CC=CC=1C.C(=O)([O-])[O-].[K+].[K+]. (3) Given the product [N+:1]([CH2:3][C:4]([N:18]1[CH2:17][CH2:16][N:15]([C:13]([O:12][C:8]([CH3:11])([CH3:10])[CH3:9])=[O:14])[CH2:20][CH2:19]1)=[O:6])#[C-:2], predict the reactants needed to synthesize it. The reactants are: [N+:1]([CH2:3][C:4]([O:6]C)=O)#[C-:2].[C:8]([O:12][C:13]([N:15]1[CH2:20][CH2:19][NH:18][CH2:17][CH2:16]1)=[O:14])([CH3:11])([CH3:10])[CH3:9]. (4) Given the product [CH3:3][O:4][C:5]1[CH:6]=[C:7]([CH3:23])[C:8]([S:12]([N:15]2[CH2:20][CH2:19][CH2:18][CH2:17][CH:16]2/[CH:21]=[CH:26]/[C:27]([O:28][CH2:29][CH3:25])=[O:24])(=[O:13])=[O:14])=[C:9]([CH3:11])[CH:10]=1, predict the reactants needed to synthesize it. The reactants are: [H-].[Na+].[CH3:3][O:4][C:5]1[CH:10]=[C:9]([CH3:11])[C:8]([S:12]([N:15]2[CH2:20][CH2:19][CH2:18][CH2:17][CH:16]2[CH:21]=O)(=[O:14])=[O:13])=[C:7]([CH3:23])[CH:6]=1.[OH2:24].[CH2:25]1[CH2:29][O:28][CH2:27][CH2:26]1. (5) Given the product [Cl:1][C:2]1[C:7]([C:8]2[CH:13]=[CH:12][CH:11]=[CH:10][CH:9]=2)=[N:6][N:5]=[C:4]2[N:14]([CH2:42][CH2:41][N:38]3[CH2:39][CH2:40][N:35]([CH3:34])[CH2:36][CH2:37]3)[N:15]=[C:16]([C:20]3[CH:21]=[N:31][N:32]([CH3:46])[CH:33]=3)[C:3]=12, predict the reactants needed to synthesize it. The reactants are: [Cl:1][C:2]1[C:7]([C:8]2[CH:13]=[CH:12][CH:11]=[CH:10][CH:9]=2)=[N:6][N:5]=[C:4]2[NH:14][N:15]=[C:16](I)[C:3]=12.ClC1C(C2C=CC=CC=2)=NN=[C:21]2[NH:31][N:32]=[CH:33][C:20]=12.[CH3:34][N:35]1[CH2:40][CH2:39][N:38]([CH2:41][CH2:42]O)[CH2:37][CH2:36]1.N(C(OCC)=O)=N[C:46](OCC)=O.C1(P(C2C=CC=CC=2)C2C=CC=CC=2)C=CC=CC=1. (6) Given the product [Cl:19][C:14]1[CH:13]=[C:12]([CH:4]([O:5][CH:6]2[CH2:11][CH2:10][O:9][CH2:8][CH2:7]2)[C:3]([OH:20])=[O:2])[CH:17]=[CH:16][C:15]=1[Cl:18], predict the reactants needed to synthesize it. The reactants are: C[O:2][C:3](=[O:20])[CH:4]([C:12]1[CH:17]=[CH:16][C:15]([Cl:18])=[C:14]([Cl:19])[CH:13]=1)[O:5][CH:6]1[CH2:11][CH2:10][O:9][CH2:8][CH2:7]1.[OH-].[K+]. (7) Given the product [Br:27][CH2:28][CH2:29][CH2:30][CH2:31][N:8]([C:7]1[N:6]=[C:5]2[O:13][C:14]([C:20]3[CH:21]=[CH:22][C:23]([CH3:26])=[CH:24][CH:25]=3)=[C:15]([C:16]([NH:18][CH3:19])=[O:17])[C:4]2=[CH:3][C:2]=1[I:1])[S:9]([CH3:12])(=[O:10])=[O:11], predict the reactants needed to synthesize it. The reactants are: [I:1][C:2]1[CH:3]=[C:4]2[C:15]([C:16]([NH:18][CH3:19])=[O:17])=[C:14]([C:20]3[CH:25]=[CH:24][C:23]([CH3:26])=[CH:22][CH:21]=3)[O:13][C:5]2=[N:6][C:7]=1[NH:8][S:9]([CH3:12])(=[O:11])=[O:10].[Br:27][CH2:28][CH2:29][CH2:30][CH2:31]Br.C(=O)([O-])[O-].[Cs+].[Cs+].